Dataset: NCI-60 drug combinations with 297,098 pairs across 59 cell lines. Task: Regression. Given two drug SMILES strings and cell line genomic features, predict the synergy score measuring deviation from expected non-interaction effect. (1) Drug 1: CC1=C(C=C(C=C1)NC2=NC=CC(=N2)N(C)C3=CC4=NN(C(=C4C=C3)C)C)S(=O)(=O)N.Cl. Cell line: SK-MEL-2. Synergy scores: CSS=-6.96, Synergy_ZIP=0.830, Synergy_Bliss=-4.92, Synergy_Loewe=-13.6, Synergy_HSA=-8.50. Drug 2: CC1CCCC2(C(O2)CC(NC(=O)CC(C(C(=O)C(C1O)C)(C)C)O)C(=CC3=CSC(=N3)C)C)C. (2) Drug 1: CC1=CC=C(C=C1)C2=CC(=NN2C3=CC=C(C=C3)S(=O)(=O)N)C(F)(F)F. Drug 2: CC1CCC2CC(C(=CC=CC=CC(CC(C(=O)C(C(C(=CC(C(=O)CC(OC(=O)C3CCCCN3C(=O)C(=O)C1(O2)O)C(C)CC4CCC(C(C4)OC)O)C)C)O)OC)C)C)C)OC. Cell line: HT29. Synergy scores: CSS=16.4, Synergy_ZIP=-5.85, Synergy_Bliss=-2.91, Synergy_Loewe=-67.1, Synergy_HSA=-1.62. (3) Synergy scores: CSS=22.0, Synergy_ZIP=-0.773, Synergy_Bliss=-2.04, Synergy_Loewe=-33.0, Synergy_HSA=-1.95. Cell line: A549. Drug 1: CCN(CC)CCNC(=O)C1=C(NC(=C1C)C=C2C3=C(C=CC(=C3)F)NC2=O)C. Drug 2: B(C(CC(C)C)NC(=O)C(CC1=CC=CC=C1)NC(=O)C2=NC=CN=C2)(O)O. (4) Drug 1: CS(=O)(=O)C1=CC(=C(C=C1)C(=O)NC2=CC(=C(C=C2)Cl)C3=CC=CC=N3)Cl. Drug 2: CC=C1C(=O)NC(C(=O)OC2CC(=O)NC(C(=O)NC(CSSCCC=C2)C(=O)N1)C(C)C)C(C)C. Cell line: SF-295. Synergy scores: CSS=33.7, Synergy_ZIP=-1.34, Synergy_Bliss=-2.09, Synergy_Loewe=-30.2, Synergy_HSA=-2.11. (5) Drug 1: CN1C(=O)N2C=NC(=C2N=N1)C(=O)N. Drug 2: CCN(CC)CCCC(C)NC1=C2C=C(C=CC2=NC3=C1C=CC(=C3)Cl)OC. Cell line: U251. Synergy scores: CSS=26.3, Synergy_ZIP=-5.94, Synergy_Bliss=4.29, Synergy_Loewe=-14.4, Synergy_HSA=2.28. (6) Drug 1: CC12CCC3C(C1CCC2=O)CC(=C)C4=CC(=O)C=CC34C. Drug 2: CCCCC(=O)OCC(=O)C1(CC(C2=C(C1)C(=C3C(=C2O)C(=O)C4=C(C3=O)C=CC=C4OC)O)OC5CC(C(C(O5)C)O)NC(=O)C(F)(F)F)O. Cell line: SF-539. Synergy scores: CSS=16.1, Synergy_ZIP=-1.97, Synergy_Bliss=-2.30, Synergy_Loewe=-0.638, Synergy_HSA=-0.738. (7) Drug 1: C1CN1C2=NC(=NC(=N2)N3CC3)N4CC4. Drug 2: CC1C(C(CC(O1)OC2CC(CC3=C2C(=C4C(=C3O)C(=O)C5=CC=CC=C5C4=O)O)(C(=O)C)O)N)O. Cell line: RXF 393. Synergy scores: CSS=71.7, Synergy_ZIP=-5.00, Synergy_Bliss=0.421, Synergy_Loewe=3.18, Synergy_HSA=5.40. (8) Drug 1: CC1=C(C=C(C=C1)NC2=NC=CC(=N2)N(C)C3=CC4=NN(C(=C4C=C3)C)C)S(=O)(=O)N.Cl. Drug 2: C1CN1P(=S)(N2CC2)N3CC3. Cell line: CAKI-1. Synergy scores: CSS=4.57, Synergy_ZIP=-7.53, Synergy_Bliss=-10.2, Synergy_Loewe=-8.56, Synergy_HSA=-6.47.